This data is from Full USPTO retrosynthesis dataset with 1.9M reactions from patents (1976-2016). The task is: Predict the reactants needed to synthesize the given product. (1) Given the product [F:1][C:2]([F:33])([F:32])[O:3][C:4]1[CH:31]=[CH:30][C:7]([CH2:8][N:9]([C:16]2[N:17]=[C:18]3[CH:23]=[C:22]([C:24]([F:27])([F:26])[F:25])[CH:21]=[CH:20][N:19]3[C:28]=2[CH3:29])[S:10]([CH2:13][CH2:14][Br:35])(=[O:12])=[O:11])=[CH:6][CH:5]=1, predict the reactants needed to synthesize it. The reactants are: [F:1][C:2]([F:33])([F:32])[O:3][C:4]1[CH:31]=[CH:30][C:7]([CH2:8][N:9]([C:16]2[N:17]=[C:18]3[CH:23]=[C:22]([C:24]([F:27])([F:26])[F:25])[CH:21]=[CH:20][N:19]3[C:28]=2[CH3:29])[S:10]([CH2:13][CH2:14]O)(=[O:12])=[O:11])=[CH:6][CH:5]=1.C(Br)(Br)(Br)[Br:35].C1(P(C2C=CC=CC=2)C2C=CC=CC=2)C=CC=CC=1. (2) Given the product [Cl:1][C:2]1[CH:3]=[C:4]([N:8]2[CH:12]=[C:11]([CH:13]=[O:14])[C:10]([CH3:17])=[N:9]2)[CH:5]=[CH:6][CH:7]=1, predict the reactants needed to synthesize it. The reactants are: [Cl:1][C:2]1[CH:3]=[C:4]([N:8]2[CH:12]=[C:11]([C:13](OC)=[O:14])[C:10]([CH3:17])=[N:9]2)[CH:5]=[CH:6][CH:7]=1.[H-].[Al+3].[Li+].[H-].[H-].[H-]. (3) The reactants are: [H-].[H-].[H-].[H-].[Li+].[Al+3].[F:7][C:8]1[CH:13]=[CH:12][C:11]([N:14]2[C:18]3=[C:19]4[C:24](=[C:25]([C:27]5[CH:28]=[N:29][CH:30]=[CH:31][CH:32]=5)[CH:26]=[C:17]3[C:16]([C:33](OC)=[O:34])=[N:15]2)[CH:23]=[N:22][CH:21]=[CH:20]4)=[CH:10][CH:9]=1.O.[OH-].[Na+]. Given the product [F:7][C:8]1[CH:9]=[CH:10][C:11]([N:14]2[C:18]3=[C:19]4[C:24](=[C:25]([C:27]5[CH:28]=[N:29][CH:30]=[CH:31][CH:32]=5)[CH:26]=[C:17]3[C:16]([CH2:33][OH:34])=[N:15]2)[CH:23]=[N:22][CH:21]=[CH:20]4)=[CH:12][CH:13]=1, predict the reactants needed to synthesize it. (4) The reactants are: C(C1C(C)=CC(C(O)=O)=CN=1)C(C)C.C([O:17][C:18](=[O:30])[C:19]1[CH:24]=[C:23]([CH3:25])[N:22]=[C:21]([CH2:26][CH:27]([CH3:29])[CH3:28])[CH:20]=1)C. Given the product [CH2:26]([C:21]1[CH:20]=[C:19]([CH:24]=[C:23]([CH3:25])[N:22]=1)[C:18]([OH:30])=[O:17])[CH:27]([CH3:29])[CH3:28], predict the reactants needed to synthesize it. (5) Given the product [F:1][C:2]1[CH:8]=[C:6]([N:7]=[C:13]=[O:14])[C:5]([O:9][CH3:10])=[CH:4][C:3]=1[O:11][CH3:12], predict the reactants needed to synthesize it. The reactants are: [F:1][C:2]1[C:3]([O:11][CH3:12])=[CH:4][C:5]([O:9][CH3:10])=[C:6]([CH:8]=1)[NH2:7].[C:13](Cl)(Cl)=[O:14].